Dataset: Retrosynthesis with 50K atom-mapped reactions and 10 reaction types from USPTO. Task: Predict the reactants needed to synthesize the given product. The reactants are: N#CCBr.c1ccc(N2CCNCC2)nc1. Given the product N#CCN1CCN(c2ccccn2)CC1, predict the reactants needed to synthesize it.